Dataset: Forward reaction prediction with 1.9M reactions from USPTO patents (1976-2016). Task: Predict the product of the given reaction. (1) Given the reactants FC(F)(F)C1C=C(NC(=O)NC2C=CC(C3SC(CCC(O)=O)=NC=3)=CC=2)C=CC=1.[Cl:31][C:32]1[CH:37]=[CH:36][C:35]([NH:38][C:39](=[O:59])[NH:40][C:41]2[CH:46]=[CH:45][C:44]([C:47]3[S:51][C:50]([CH2:52][CH2:53][CH2:54][C:55]([O:57]C)=[O:56])=[N:49][CH:48]=3)=[CH:43][CH:42]=2)=[C:34]([O:60][C:61]2[CH:66]=[CH:65][CH:64]=[CH:63][CH:62]=2)[CH:33]=1, predict the reaction product. The product is: [Cl:31][C:32]1[CH:37]=[CH:36][C:35]([NH:38][C:39](=[O:59])[NH:40][C:41]2[CH:42]=[CH:43][C:44]([C:47]3[S:51][C:50]([CH2:52][CH2:53][CH2:54][C:55]([OH:57])=[O:56])=[N:49][CH:48]=3)=[CH:45][CH:46]=2)=[C:34]([O:60][C:61]2[CH:62]=[CH:63][CH:64]=[CH:65][CH:66]=2)[CH:33]=1. (2) Given the reactants [F:1][C:2]1[CH:3]=[C:4]2[C:9](=[CH:10][CH:11]=1)[N:8]=[C:7]([C@@H:12]([NH2:14])[CH3:13])[C:6]([C:15]1[CH:16]=[N:17][CH:18]=[CH:19][CH:20]=1)=[C:5]2[O:21][CH3:22].[NH2:23][C:24]1[C:29]([C:30]#[N:31])=[C:28](Cl)[N:27]=[CH:26][N:25]=1.CCN(C(C)C)C(C)C, predict the reaction product. The product is: [NH2:23][C:24]1[C:29]([C:30]#[N:31])=[C:28]([NH:14][C@@H:12]([C:7]2[C:6]([C:15]3[CH:16]=[N:17][CH:18]=[CH:19][CH:20]=3)=[C:5]([O:21][CH3:22])[C:4]3[C:9](=[CH:10][CH:11]=[C:2]([F:1])[CH:3]=3)[N:8]=2)[CH3:13])[N:27]=[CH:26][N:25]=1. (3) Given the reactants [Br:1][C:2]1[CH:3]=[N:4][C:5](OC2C=NC(Cl)=CC=2)=[N:6][CH:7]=1.[OH:16][C:17]1[CH:22]=[CH:21][C:20]([CH2:23][CH2:24][CH:25]([NH:27][C:28](=[O:30])[CH3:29])[CH3:26])=[CH:19][CH:18]=1, predict the reaction product. The product is: [Br:1][C:2]1[CH:3]=[N:4][C:5]([O:16][C:17]2[CH:18]=[CH:19][C:20]([CH2:23][CH2:24][CH:25]([NH:27][C:28](=[O:30])[CH3:29])[CH3:26])=[CH:21][CH:22]=2)=[N:6][CH:7]=1. (4) Given the reactants Cl[C:2]1[CH:7]=[C:6]([C:8]2[CH:13]=[C:12]([Br:14])[CH:11]=[CH:10][C:9]=2[O:15][CH2:16][CH3:17])[N:5]=[CH:4][N:3]=1.[NH2:18][C:19]1[CH:24]=[CH:23][C:22]([CH2:25][CH2:26][OH:27])=[CH:21][CH:20]=1, predict the reaction product. The product is: [Br:14][C:12]1[CH:11]=[CH:10][C:9]([O:15][CH2:16][CH3:17])=[C:8]([C:6]2[N:5]=[CH:4][N:3]=[C:2]([NH:18][C:19]3[CH:24]=[CH:23][C:22]([CH2:25][CH2:26][OH:27])=[CH:21][CH:20]=3)[CH:7]=2)[CH:13]=1.